This data is from Full USPTO retrosynthesis dataset with 1.9M reactions from patents (1976-2016). The task is: Predict the reactants needed to synthesize the given product. (1) The reactants are: ClC(Cl)(O[C:5](=[O:11])OC(Cl)(Cl)Cl)Cl.[F:13][C:14]1[CH:60]=[CH:59][C:17]([CH2:18][NH:19][CH2:20][CH2:21][C:22]2[CH:23]=[C:24]3[C:28](=[CH:29][C:30]=2[NH:31][OH:32])[N:27]([C:33]([C:46]2[CH:51]=[CH:50][CH:49]=[CH:48][CH:47]=2)([C:40]2[CH:45]=[CH:44][CH:43]=[CH:42][CH:41]=2)[C:34]2[CH:39]=[CH:38][CH:37]=[CH:36][CH:35]=2)[N:26]=[C:25]3[C:52]2[CH:57]=[CH:56][N:55]=[C:54]([CH3:58])[CH:53]=2)=[CH:16][CH:15]=1. Given the product [F:13][C:14]1[CH:15]=[CH:16][C:17]([CH2:18][N:19]2[CH2:20][CH2:21][C:22]3[CH:23]=[C:24]4[C:28](=[CH:29][C:30]=3[N:31]([OH:32])[C:5]2=[O:11])[N:27]([C:33]([C:34]2[CH:39]=[CH:38][CH:37]=[CH:36][CH:35]=2)([C:46]2[CH:51]=[CH:50][CH:49]=[CH:48][CH:47]=2)[C:40]2[CH:41]=[CH:42][CH:43]=[CH:44][CH:45]=2)[N:26]=[C:25]4[C:52]2[CH:57]=[CH:56][N:55]=[C:54]([CH3:58])[CH:53]=2)=[CH:59][CH:60]=1, predict the reactants needed to synthesize it. (2) Given the product [N:15]1[CH:16]=[C:17]([NH:20][C:21]([C:23]2[N:24]=[C:25]([C:32]3[CH:37]=[CH:36][CH:35]=[CH:34][CH:33]=3)[O:26][C:27]=2[C:28]([F:30])([F:31])[F:29])=[O:22])[CH:18]=[CH:19][C:14]=1[CH:11]1[CH2:12][CH2:13][NH:8][CH2:9][CH2:10]1, predict the reactants needed to synthesize it. The reactants are: C(OC([N:8]1[CH2:13][CH2:12][CH:11]([C:14]2[CH:19]=[CH:18][C:17]([NH:20][C:21]([C:23]3[N:24]=[C:25]([C:32]4[CH:37]=[CH:36][CH:35]=[CH:34][CH:33]=4)[O:26][C:27]=3[C:28]([F:31])([F:30])[F:29])=[O:22])=[CH:16][N:15]=2)[CH2:10][CH2:9]1)=O)(C)(C)C. (3) The reactants are: C(OC([N:8]1[CH2:13][CH2:12][N:11]([CH2:14][CH:15]([C:23]2[CH:28]=[CH:27][C:26]([Cl:29])=[CH:25][CH:24]=2)[C:16]2[CH:21]=[CH:20][C:19]([Cl:22])=[CH:18][CH:17]=2)[CH2:10][CH2:9]1)=O)(C)(C)C.Cl. Given the product [Cl:29][C:26]1[CH:25]=[CH:24][C:23]([CH:15]([C:16]2[CH:17]=[CH:18][C:19]([Cl:22])=[CH:20][CH:21]=2)[CH2:14][N:11]2[CH2:10][CH2:9][NH:8][CH2:13][CH2:12]2)=[CH:28][CH:27]=1, predict the reactants needed to synthesize it. (4) The reactants are: [CH3:1][O:2][C:3]([C:5]1[CH:13]=[C:12]2[C:8]([C:9]([CH3:14])=[CH:10][NH:11]2)=[CH:7][CH:6]=1)=[O:4].[H-].[Na+].[Cl:17][C:18]1[CH:25]=[C:24]([Cl:26])[CH:23]=[CH:22][C:19]=1[CH2:20]Cl.O. Given the product [Cl:17][C:18]1[CH:25]=[C:24]([Cl:26])[CH:23]=[CH:22][C:19]=1[CH2:20][N:11]1[C:12]2[C:8](=[CH:7][CH:6]=[C:5]([C:3]([O:2][CH3:1])=[O:4])[CH:13]=2)[C:9]([CH3:14])=[CH:10]1, predict the reactants needed to synthesize it. (5) Given the product [C:4]1([CH2:3][CH2:2][C:1]([O:11][CH3:17])=[O:10])[CH:5]=[CH:6][CH:7]=[CH:8][CH:9]=1, predict the reactants needed to synthesize it. The reactants are: [C:1]([OH:11])(=[O:10])[CH2:2][CH2:3][C:4]1[CH:9]=[CH:8][CH:7]=[CH:6][CH:5]=1.OS(O)(=O)=O.[CH3:17]O. (6) Given the product [CH3:42][C:41]1([C:44]2[CH:49]=[CH:48][CH:47]=[CH:46][CH:45]=2)[C:9]2[C:7]3=[C:6]([C:62]([CH3:71])([C:56]4[CH:61]=[CH:60][CH:59]=[CH:58][CH:57]=4)[CH2:63][CH2:64][N:8]3[CH2:38][CH2:39]1)[CH:5]=[C:4]([N+:1]([O-:3])=[O:2])[CH:10]=2, predict the reactants needed to synthesize it. The reactants are: [N+:1]([C:4]1[CH:10]=[CH:9][C:7]([NH2:8])=[CH:6][CH:5]=1)([O-:3])=[O:2].FC(F)(F)C(O)=O.C=CC1C=CC=CC=1.C=O.[N+](C1[CH:38]=[C:39]2[C:38]3=[C:39]([CH:41]([C:44]4[CH:49]=[CH:48][CH:47]=[CH:46][CH:45]=4)[CH2:42]CN3C[CH2:42][CH:41]2[C:44]2[CH:49]=[CH:48][CH:47]=[CH:46][CH:45]=2)C=1)([O-])=O.[C:56]1([CH:62]2[C:71]3C4=[C:71]([CH:62]([C:56]5[CH:61]=[CH:60][CH:59]=[CH:58][CH:57]=5)[CH2:63][CH2:64]N4[CH2:64][CH2:63]2)C=C(N)C=3)[CH:61]=[CH:60][CH:59]=[CH:58][CH:57]=1. (7) Given the product [N:24]1([C:21]2[N:22]=[CH:23][C:18]([C:16]3[CH:15]=[CH:14][C:13]4[N:9]([C:7]5[S:8][C:4]([C:2]([NH2:1])=[O:3])=[C:5]([O:37][C@@H:38]([C:40]6[CH:45]=[CH:44][CH:43]=[CH:42][C:41]=6[C:46]([F:47])([F:48])[F:49])[CH3:39])[CH:6]=5)[CH:10]=[N:11][C:12]=4[CH:17]=3)=[CH:19][CH:20]=2)[CH2:29][CH2:28][NH:27][CH2:26][CH2:25]1, predict the reactants needed to synthesize it. The reactants are: [NH2:1][C:2]([C:4]1[S:8][C:7]([N:9]2[C:13]3[CH:14]=[CH:15][C:16]([C:18]4[CH:19]=[CH:20][C:21]([N:24]5[CH2:29][CH2:28][N:27](C(OC(C)(C)C)=O)[CH2:26][CH2:25]5)=[N:22][CH:23]=4)=[CH:17][C:12]=3[N:11]=[CH:10]2)=[CH:6][C:5]=1[O:37][C@@H:38]([C:40]1[CH:45]=[CH:44][CH:43]=[CH:42][C:41]=1[C:46]([F:49])([F:48])[F:47])[CH3:39])=[O:3].FC(F)(F)C(O)=O. (8) Given the product [CH2:35]([O:34][C:32](=[O:33])/[C:31](/[O:30][CH2:28][CH3:29])=[CH:21]/[C:20]1[CH:23]=[CH:24][C:17]([O:16][CH2:15][C:13]2[N:14]=[C:10]([C:7]3[CH:6]=[CH:5][C:4]([CH:1]([CH3:2])[CH3:3])=[CH:9][CH:8]=3)[O:11][C:12]=2[CH3:26])=[CH:18][C:19]=1[CH3:56])[CH3:36], predict the reactants needed to synthesize it. The reactants are: [CH:1]([C:4]1[CH:9]=[CH:8][C:7]([C:10]2[O:11][C:12]([CH3:26])=[C:13]([CH2:15][O:16][C:17]3[CH:24]=[CH:23][C:20]([CH:21]=O)=[C:19](C)[CH:18]=3)[N:14]=2)=[CH:6][CH:5]=1)([CH3:3])[CH3:2].[Cl-].[CH2:28]([O:30][CH:31]([P+](C1C=CC=CC=1)(C1C=CC=CC=1)C1C=CC=CC=1)[C:32]([O:34][CH2:35][CH3:36])=[O:33])[CH3:29].[CH2:56]1CCN2C(=NCCC2)CC1.